Predict which catalyst facilitates the given reaction. From a dataset of Catalyst prediction with 721,799 reactions and 888 catalyst types from USPTO. (1) Reactant: [H-].[K+:2].[CH3:3][Si:4]([CH3:14])([CH3:13])[O:5][CH2:6][CH2:7][C:8]1[CH2:12][CH:11]=[CH:10][CH:9]=1. Product: [CH3:13][Si:4]([CH3:3])([CH3:14])[O:5][CH2:6][CH2:7][C-:8]1[CH:12]=[CH:11][CH:10]=[CH:9]1.[K+:2]. The catalyst class is: 7. (2) Reactant: I[C:2]1[CH:3]=[C:4]2[C:9](=[CH:10][CH:11]=1)[N:8]=[C:7]([N:12]1[CH2:17][CH2:16][CH:15]([CH3:18])[CH2:14][CH2:13]1)[CH:6]=[C:5]2[CH3:19].[Cl:20][C:21]1[CH:26]=[CH:25][C:24]([C:27]2[CH:28]=[CH:29][C:30]([C:33]#[CH:34])=[N:31][CH:32]=2)=[CH:23][CH:22]=1.N1CCCCC1.CCOC(C)=O. Product: [Cl:20][C:21]1[CH:22]=[CH:23][C:24]([C:27]2[CH:28]=[CH:29][C:30]([C:33]#[C:34][C:2]3[CH:3]=[C:4]4[C:9](=[CH:10][CH:11]=3)[N:8]=[C:7]([N:12]3[CH2:17][CH2:16][CH:15]([CH3:18])[CH2:14][CH2:13]3)[CH:6]=[C:5]4[CH3:19])=[N:31][CH:32]=2)=[CH:25][CH:26]=1. The catalyst class is: 185. (3) Reactant: C[O:2][C:3](=[O:35])[C:4]([C:7]1[CH:12]=[CH:11][C:10]([C:13]#[C:14][C:15]2[CH:24]=[C:23]([CH:25]3[CH2:27][CH2:26]3)[C:22]3[CH:21]([N:28]([CH:30]4[CH2:32][CH2:31]4)[CH3:29])[CH2:20][CH2:19][C:18]([CH3:34])([CH3:33])[C:17]=3[CH:16]=2)=[CH:9][CH:8]=1)([CH3:6])[CH3:5].[OH-].[K+].[Cl-].[NH4+]. Product: [CH:25]1([C:23]2[C:22]3[CH:21]([N:28]([CH:30]4[CH2:31][CH2:32]4)[CH3:29])[CH2:20][CH2:19][C:18]([CH3:33])([CH3:34])[C:17]=3[CH:16]=[C:15]([C:14]#[C:13][C:10]3[CH:9]=[CH:8][C:7]([C:4]([CH3:6])([CH3:5])[C:3]([OH:35])=[O:2])=[CH:12][CH:11]=3)[CH:24]=2)[CH2:26][CH2:27]1. The catalyst class is: 111. (4) Reactant: [CH2:1]1[S:5][C@H:4]([CH2:6][OH:7])[O:3][C@@H:2]1[N:8]1[C:13](=[O:14])[N:12]=[C:11]([NH2:15])[C:10]([F:16])=[CH:9]1.Cl.C(N(CC)CC)C. Product: [CH2:1]1[S:5][C@H:4]([CH2:6][OH:7])[O:3][C@@H:2]1[N:8]1[C:13](=[O:14])[N:12]=[C:11]([NH2:15])[C:10]([F:16])=[CH:9]1. The catalyst class is: 5. (5) Reactant: [CH3:1][O:2][C:3]1[CH:26]=[C:25]([O:27][CH3:28])[CH:24]=[CH:23][C:4]=1[CH2:5][N:6]1[CH2:14][C:13]2[C:8](=[CH:9][CH:10]=[C:11]([C:15]([N:17]3[CH2:22][CH2:21][O:20][CH2:19][CH2:18]3)=O)[CH:12]=2)[CH2:7]1.[H-].[Al+3].[Li+].[H-].[H-].[H-]. Product: [CH3:1][O:2][C:3]1[CH:26]=[C:25]([O:27][CH3:28])[CH:24]=[CH:23][C:4]=1[CH2:5][N:6]1[CH2:14][C:13]2[C:8](=[CH:9][CH:10]=[C:11]([CH2:15][N:17]3[CH2:22][CH2:21][O:20][CH2:19][CH2:18]3)[CH:12]=2)[CH2:7]1. The catalyst class is: 1. (6) Reactant: [Cl:1][C:2]1[CH:7]=[CH:6][N:5]=[CH:4][CH:3]=1.OS(O)(=O)=O.OO.[OH-].[Na+].[CH3:17][NH:18][CH:19]=[O:20]. Product: [CH3:17][NH:18][C:19]([C:4]1[CH:3]=[C:2]([Cl:1])[CH:7]=[CH:6][N:5]=1)=[O:20]. The catalyst class is: 6. (7) Reactant: C1([C:6]([OH:24])([C:17]#[C:18][C:19]2[S:20][CH:21]=[CH:22][N:23]=2)[CH2:7][C:8]2[O:13]C(C)(C)O[C:10](=[O:16])[CH:9]=2)CCCC1.[CH:25]1(C(O)(C#CC2C=CC(OC)=CC=2)CC2OC(C)(C)OC(=O)C=2)[CH2:29][CH2:28][CH2:27][CH2:26]1. Product: [CH:25]1([CH:9]2[C:8](=[O:13])[CH2:7][CH:6]([C:17]#[C:18][C:19]3[S:20][CH:21]=[CH:22][N:23]=3)[O:24][C:10]2=[O:16])[CH2:29][CH2:28][CH2:27][CH2:26]1. The catalyst class is: 6.